From a dataset of Reaction yield outcomes from USPTO patents with 853,638 reactions. Predict the reaction yield, written as a fraction of the theoretical maximum amount of product (1.0 means a 100% yield; for example, 0.34 means a 34% yield). (1) The reactants are Br[C:2]1[S:26][C:5]2=[C:6]([NH:12][C@H:13]3[CH2:18][CH2:17][CH2:16][N:15]([C:19]([O:21][C:22]([CH3:25])([CH3:24])[CH3:23])=[O:20])[CH2:14]3)[N:7]=[CH:8][C:9]([C:10]#[N:11])=[C:4]2[CH:3]=1.C(=O)([O-])[O-].[Cs+].[Cs+].[F:33][C:34]1[CH:35]=[C:36](B(O)O)[CH:37]=[CH:38][CH:39]=1. The catalyst is C1C=CC([P]([Pd]([P](C2C=CC=CC=2)(C2C=CC=CC=2)C2C=CC=CC=2)([P](C2C=CC=CC=2)(C2C=CC=CC=2)C2C=CC=CC=2)[P](C2C=CC=CC=2)(C2C=CC=CC=2)C2C=CC=CC=2)(C2C=CC=CC=2)C2C=CC=CC=2)=CC=1.O1CCOCC1.O. The product is [C:10]([C:9]1[CH:8]=[N:7][C:6]([NH:12][C@H:13]2[CH2:18][CH2:17][CH2:16][N:15]([C:19]([O:21][C:22]([CH3:25])([CH3:24])[CH3:23])=[O:20])[CH2:14]2)=[C:5]2[S:26][C:2]([C:38]3[CH:37]=[CH:36][CH:35]=[C:34]([F:33])[CH:39]=3)=[CH:3][C:4]=12)#[N:11]. The yield is 0.540. (2) The reactants are [CH3:1][O:2][C:3]1[CH:4]=[C:5]([CH2:9][CH2:10][NH:11][C:12](=O)[C:13]2[CH:18]=[CH:17][CH:16]=[CH:15][CH:14]=2)[CH:6]=[CH:7][CH:8]=1.P(Cl)(Cl)(Cl)=O. The catalyst is N. The product is [CH3:1][O:2][C:3]1[CH:4]=[C:5]2[C:6](=[CH:7][CH:8]=1)[C:12]([C:13]1[CH:18]=[CH:17][CH:16]=[CH:15][CH:14]=1)=[N:11][CH2:10][CH2:9]2. The yield is 1.00. (3) The product is [Cl:1][C:2]1[C:3]([NH:9][C:19]([NH:18][C:10](=[O:17])[C:11]2[CH:12]=[CH:13][CH:14]=[CH:15][CH:16]=2)=[S:20])=[N:4][CH:5]=[C:6]([Cl:8])[CH:7]=1. The yield is 0.770. The catalyst is CC(C)=O. The reactants are [Cl:1][C:2]1[C:3]([NH2:9])=[N:4][CH:5]=[C:6]([Cl:8])[CH:7]=1.[C:10]([N:18]=[C:19]=[S:20])(=[O:17])[C:11]1[CH:16]=[CH:15][CH:14]=[CH:13][CH:12]=1. (4) The catalyst is O.C(O)C. The product is [C:6]([C@@H:4]([C@H:2]([C:1]([OH:10])=[O:9])[OH:3])[OH:5])([OH:8])=[O:7].[CH3:11][N:12]1[CH2:19][C@@H:18]2[C@@H:14]([N:15]([C:20]3[CH:25]=[CH:24][C:23]([C:26]4[CH:31]=[CH:30][C:29]([N:32]5[C:37](=[O:38])[CH:36]=[CH:35][CH:34]=[N:33]5)=[CH:28][CH:27]=4)=[CH:22][CH:21]=3)[CH2:16][CH2:17]2)[CH2:13]1. The yield is 0.948. The reactants are [C:1]([OH:10])(=[O:9])[C@@H:2]([C@H:4]([C:6]([OH:8])=[O:7])[OH:5])[OH:3].[CH3:11][N:12]1[CH2:19][C@@H:18]2[C@@H:14]([N:15]([C:20]3[CH:25]=[CH:24][C:23]([C:26]4[CH:31]=[CH:30][C:29]([N:32]5[C:37](=[O:38])[CH:36]=[CH:35][CH:34]=[N:33]5)=[CH:28][CH:27]=4)=[CH:22][CH:21]=3)[CH2:16][CH2:17]2)[CH2:13]1. (5) The reactants are CCN(C(C)C)C(C)C.[CH3:10][O:11][CH2:12][C@@H:13]([O:15][C:16]1[CH:17]=[C:18]([CH:22]=[C:23]([O:25][CH2:26][C:27]2[CH:32]=[CH:31][CH:30]=[CH:29][CH:28]=2)[CH:24]=1)[C:19]([OH:21])=O)[CH3:14].CN(C(ON1N=NC2C=CC=NC1=2)=[N+](C)C)C.F[P-](F)(F)(F)(F)F.[NH2:57][C:58]1[CH:62]=[CH:61][N:60]([C:63]([O:65][C:66]([CH3:69])([CH3:68])[CH3:67])=[O:64])[N:59]=1. The catalyst is CN(C=O)C.O. The product is [CH3:14][C@H:13]([O:15][C:16]1[CH:17]=[C:18]([C:19]([NH:57][C:58]2[CH:62]=[CH:61][N:60]([C:63]([O:65][C:66]([CH3:69])([CH3:68])[CH3:67])=[O:64])[N:59]=2)=[O:21])[CH:22]=[C:23]([O:25][CH2:26][C:27]2[CH:32]=[CH:31][CH:30]=[CH:29][CH:28]=2)[CH:24]=1)[CH2:12][O:11][CH3:10]. The yield is 0.730. (6) The reactants are [Br:1]Br.[CH3:3][C:4]1([CH3:16])[C:8](=[O:9])[C:7]2[C:10]([CH3:15])=[CH:11][C:12]([CH3:14])=[CH:13][C:6]=2[O:5]1.C([O-])(=O)C.[Na+].S([O-])([O-])=O.[Na+].[Na+]. The catalyst is C(OCC)(=O)C.C(#N)C. The product is [Br:1][C:11]1[C:12]([CH3:14])=[CH:13][C:6]2[O:5][C:4]([CH3:16])([CH3:3])[C:8](=[O:9])[C:7]=2[C:10]=1[CH3:15]. The yield is 0.610. (7) The catalyst is C1(C)C=CC=CC=1. The product is [CH:40]1([C:2]2[CH:3]=[C:4]3[C:28]([C:29](=[O:32])[NH:30][CH3:31])=[C:27]([C:33]4[CH:34]=[CH:35][C:36]([CH3:39])=[CH:37][CH:38]=4)[O:26][C:5]3=[N:6][C:7]=2[N:8]([CH2:13][CH2:14][CH2:15][C:16]([CH3:24])([CH3:25])[C:17]([O:19][CH2:20][CH:21]([CH3:23])[CH3:22])=[O:18])[S:9]([CH3:12])(=[O:11])=[O:10])[CH2:42][CH2:41]1. The reactants are I[C:2]1[CH:3]=[C:4]2[C:28]([C:29](=[O:32])[NH:30][CH3:31])=[C:27]([C:33]3[CH:38]=[CH:37][C:36]([CH3:39])=[CH:35][CH:34]=3)[O:26][C:5]2=[N:6][C:7]=1[N:8]([CH2:13][CH2:14][CH2:15][C:16]([CH3:25])([CH3:24])[C:17]([O:19][CH2:20][CH:21]([CH3:23])[CH3:22])=[O:18])[S:9]([CH3:12])(=[O:11])=[O:10].[CH:40]1([B-](F)(F)F)[CH2:42][CH2:41]1.[K+].C(=O)([O-])[O-].[K+].[K+]. The yield is 0.820. (8) The reactants are C1C2C(COC([NH:18][C@@H:19]3[CH2:23][N:22]([C:24](=[O:44])[C@@H:25]([NH:30][C:31](=[O:43])[C@@H:32]([N:34]([CH3:42])[C:35](=[O:41])[O:36][C:37]([CH3:40])([CH3:39])[CH3:38])[CH3:33])[C:26]([CH3:29])([CH3:28])[CH3:27])[C@H:21]([C:45](=[O:57])[NH:46][C@H:47]4[C:56]5[C:51](=[CH:52][CH:53]=[CH:54][CH:55]=5)[CH2:50][CH2:49][CH2:48]4)[CH2:20]3)=O)C3C(=CC=CC=3)C=2C=CC=1.N1CCCCC1. The catalyst is C(Cl)Cl. The product is [NH2:18][C@@H:19]1[CH2:23][N:22]([C:24](=[O:44])[C@@H:25]([NH:30][C:31](=[O:43])[C@@H:32]([N:34]([CH3:42])[C:35](=[O:41])[O:36][C:37]([CH3:38])([CH3:39])[CH3:40])[CH3:33])[C:26]([CH3:28])([CH3:29])[CH3:27])[C@H:21]([C:45](=[O:57])[NH:46][C@H:47]2[C:56]3[C:51](=[CH:52][CH:53]=[CH:54][CH:55]=3)[CH2:50][CH2:49][CH2:48]2)[CH2:20]1. The yield is 0.790. (9) The reactants are O.[Na+].[CH2:3]([S:11]([O-:14])(=[O:13])=[O:12])[CH2:4][CH2:5][CH2:6][CH2:7][CH2:8][CH2:9][CH3:10].[CH3:15][C@@H:16]1[O:21][C@@H:20]([O:22][C@@H:23]2[C:28]3=[C:29]([OH:46])[C:30]4[C:42](=[O:43])[C:41]5[C:36](=[CH:37][CH:38]=[CH:39][C:40]=5[O:44][CH3:45])[C:34](=[O:35])[C:31]=4[C:32]([OH:33])=[C:27]3[CH2:26][C@@:25]([OH:51])([C:47]([CH2:49][OH:50])=[O:48])[CH2:24]2)[CH2:19][C@H:18]([NH2:52])[C@@H:17]1[OH:53].Cl. The catalyst is O. The product is [CH3:15][C@@H:16]1[O:21][C@@H:20]([O:22][C@@H:23]2[C:28]3=[C:29]([OH:46])[C:30]4[C:42](=[O:43])[C:41]5[C:36](=[CH:37][CH:38]=[CH:39][C:40]=5[O:44][CH3:45])[C:34](=[O:35])[C:31]=4[C:32]([OH:33])=[C:27]3[CH2:26][C@@:25]([OH:51])([C:47]([CH2:49][OH:50])=[O:48])[CH2:24]2)[CH2:19][C@H:18]([NH2:52])[C@@H:17]1[OH:53].[CH2:3]([S:11]([O-:14])(=[O:12])=[O:13])[CH2:4][CH2:5][CH2:6][CH2:7][CH2:8][CH2:9][CH3:10]. The yield is 0.850. (10) The reactants are [NH:1]([CH2:5][CH2:6][OH:7])[CH2:2][CH2:3][OH:4].[Cl:8][C:9]1[CH:18]=[C:17]2[C:12]([C:13]([C:35]3[CH:36]=[C:37](/[CH:41]=[CH:42]/[C:43]([OH:45])=[O:44])[CH:38]=[CH:39][CH:40]=3)=[C:14]([CH2:20][C:21]([NH:23][C:24]3[CH:29]=[CH:28][C:27]([F:30])=[CH:26][C:25]=3[C:31]([F:34])([F:33])[F:32])=[O:22])[C:15](=[O:19])[O:16]2)=[CH:11][C:10]=1[CH3:46]. The catalyst is C(O)C.O1CCCC1. The product is [NH:1]([CH2:5][CH2:6][OH:7])[CH2:2][CH2:3][OH:4].[Cl:8][C:9]1[CH:18]=[C:17]2[C:12]([C:13]([C:35]3[CH:36]=[C:37](/[CH:41]=[CH:42]/[C:43]([OH:45])=[O:44])[CH:38]=[CH:39][CH:40]=3)=[C:14]([CH2:20][C:21]([NH:23][C:24]3[CH:29]=[CH:28][C:27]([F:30])=[CH:26][C:25]=3[C:31]([F:32])([F:34])[F:33])=[O:22])[C:15](=[O:19])[O:16]2)=[CH:11][C:10]=1[CH3:46]. The yield is 0.670.